The task is: Binary Classification. Given a drug SMILES string, predict its activity (active/inactive) in a high-throughput screening assay against a specified biological target.. This data is from M1 muscarinic receptor agonist screen with 61,833 compounds. (1) The compound is Brc1oc(C(=O)Nc2cc3nn(nc3cc2)c2ccccc2)cc1. The result is 0 (inactive). (2) The compound is O=C(NC1CCCCC1)CN(c1cc(ccc1)C)C(=O)c1c(onc1C)C. The result is 0 (inactive). (3) The drug is O1C(CCC1)CNC(=O)Cn1c(=O)c2nnn(c2nc1)Cc1ccccc1. The result is 0 (inactive). (4) The drug is O(CC(=O)c1c(n(c(c1)C)c1ccc(cc1)C)C)C(=O)c1c(onc1C)C. The result is 0 (inactive).